The task is: Predict the reaction yield, written as a fraction of the theoretical maximum amount of product (1.0 means a 100% yield; for example, 0.34 means a 34% yield).. This data is from Reaction yield outcomes from USPTO patents with 853,638 reactions. (1) The reactants are [CH3:1][O:2][C:3](=[O:62])[NH:4][C@H:5]([C:9]([N:11]1[CH2:15][CH2:14][CH2:13][C@H:12]1[C:16]1[NH:17][CH:18]=[C:19]([C:21]2[CH:26]=[CH:25][C:24]([C:27]3[CH:32]=[CH:31][C:30]([C:33](=O)[CH2:34][NH:35][C:36]([CH:38]4[CH2:42][C:41]5([CH2:47][CH2:46][S:45](=[O:49])(=[O:48])[CH2:44][CH2:43]5)[CH2:40][N:39]4[C:50](=[O:60])[C@@H:51]([NH:55][C:56]([O:58][CH3:59])=[O:57])[CH:52]([CH3:54])[CH3:53])=O)=[CH:29][CH:28]=3)=[CH:23][CH:22]=2)[N:20]=1)=[O:10])[CH:6]([CH3:8])[CH3:7].C([O-])(=O)C.[NH4+:67]. The catalyst is O1CCOCC1.C(OCC)(=O)C. The product is [CH3:7][CH:6]([CH3:8])[C@H:5]([NH:4][C:3](=[O:62])[O:2][CH3:1])[C:9]([N:11]1[CH2:15][CH2:14][CH2:13][C@H:12]1[C:16]1[NH:17][CH:18]=[C:19]([C:21]2[CH:22]=[CH:23][C:24]([C:27]3[CH:28]=[CH:29][C:30]([C:33]4[N:67]=[C:36]([CH:38]5[CH2:42][C:41]6([CH2:43][CH2:44][S:45](=[O:49])(=[O:48])[CH2:46][CH2:47]6)[CH2:40][N:39]5[C:50](=[O:60])[C@@H:51]([NH:55][C:56]([O:58][CH3:59])=[O:57])[CH:52]([CH3:53])[CH3:54])[NH:35][CH:34]=4)=[CH:31][CH:32]=3)=[CH:25][CH:26]=2)[N:20]=1)=[O:10]. The yield is 0.370. (2) The reactants are [O:1]=[C:2]1[NH:7][C:6]2[N:8]=[CH:9][CH:10]=[CH:11][C:5]=2[CH2:4][N:3]1[CH2:12][CH:13]1[CH2:18][CH2:17][N:16]([C:19]([O:21][C:22]([CH3:25])([CH3:24])[CH3:23])=[O:20])[CH2:15][CH2:14]1.I[C:27]1[CH:32]=[CH:31][N:30]=[C:29]([C:33]#[N:34])[CH:28]=1.P([O-])([O-])([O-])=O.[K+].[K+].[K+].ClCCl.CO. The catalyst is CC(N(C)C)=O.ClCCl.[Cu-]=O. The product is [C:33]([C:29]1[CH:28]=[C:27]([N:7]2[C:6]3[N:8]=[CH:9][CH:10]=[CH:11][C:5]=3[CH2:4][N:3]([CH2:12][CH:13]3[CH2:14][CH2:15][N:16]([C:19]([O:21][C:22]([CH3:25])([CH3:24])[CH3:23])=[O:20])[CH2:17][CH2:18]3)[C:2]2=[O:1])[CH:32]=[CH:31][N:30]=1)#[N:34]. The yield is 0.610. (3) The reactants are Cl.[Cl:2][C:3]1[CH:8]=[C:7]([C:9]2[CH:14]=[CH:13][CH:12]=[C:11]([Cl:15])[CH:10]=2)[N:6]=[C:5]2[CH2:16][CH2:17][CH2:18][C:4]=12.Cl.[NH2:20][C@H:21]1[CH2:26][CH2:25][C@H:24]([CH2:27][OH:28])[CH2:23][CH2:22]1. No catalyst specified. The product is [ClH:2].[Cl:15][C:11]1[CH:10]=[C:9]([C:7]2[N:6]=[C:5]3[CH2:16][CH2:17][CH2:18][C:4]3=[C:3]([NH:20][C@H:21]3[CH2:26][CH2:25][C@H:24]([CH2:27][OH:28])[CH2:23][CH2:22]3)[CH:8]=2)[CH:14]=[CH:13][CH:12]=1. The yield is 0.0900. (4) The catalyst is O.CCCCCCC. The yield is 0.921. The reactants are [C:1]([C:5]1[CH:10]=[CH:9][C:8]([CH2:11][C:12]#[N:13])=[CH:7][CH:6]=1)([CH3:4])([CH3:3])[CH3:2].C([O:16][C:17]([C:19]1[N:23]([CH3:24])[N:22]=[C:21]([CH3:25])[C:20]=1[CH3:26])=O)C.C(C1C=CC(C)=NC=1)C.C(OCCOCCO)C.CO.C[O-].[Na+]. The product is [O:16]=[C:17]([C:19]1[N:23]([CH3:24])[N:22]=[C:21]([CH3:25])[C:20]=1[CH3:26])[CH:11]([C:8]1[CH:7]=[CH:6][C:5]([C:1]([CH3:4])([CH3:2])[CH3:3])=[CH:10][CH:9]=1)[C:12]#[N:13]. (5) The reactants are [C:1]1([NH2:12])C(F)=C(F)C(F)=C(N)C=1F.Cl.Cl.[NH2:15][C:16]1[N:24]=[CH:23][N:22]=[C:21]2[C:17]=1[N:18]=[CH:19][N:20]2[C@H:25]1[C@@H:29]2[O:30][C:31]([CH3:34])([CH3:33])[O:32][C@@H:28]2[C@@H:27]([CH2:35][S:36][CH2:37][CH2:38][CH:39]([NH:44][C:45]([O:47][C:48]([CH3:51])([CH3:50])[CH3:49])=[O:46])[C:40]([O:42][CH3:43])=[O:41])[O:26]1.[N:52]1C=CC=C[CH:53]=1. No catalyst specified. The product is [N:52]1[N:12]=[CH:1][N:15]([C:16]2[N:24]=[CH:23][N:22]=[C:21]3[C:17]=2[N:18]=[CH:19][N:20]3[C@H:25]2[C@@H:29]3[O:30][C:31]([CH3:34])([CH3:33])[O:32][C@@H:28]3[C@@H:27]([CH2:35][S:36][CH2:37][CH2:38][CH:39]([NH:44][C:45]([O:47][C:48]([CH3:51])([CH3:50])[CH3:49])=[O:46])[C:40]([O:42][CH3:43])=[O:41])[O:26]2)[CH:53]=1. The yield is 0.550. (6) The reactants are [Cl:1][C:2]1[CH:7]=[CH:6][C:5]([C:8]2([C:14]([NH:16][CH3:17])=O)[CH2:13][CH2:12][CH2:11][CH2:10][CH2:9]2)=[CH:4][CH:3]=1.Cl. No catalyst specified. The product is [ClH:1].[Cl:1][C:2]1[CH:3]=[CH:4][C:5]([C:8]2([CH2:14][NH:16][CH3:17])[CH2:13][CH2:12][CH2:11][CH2:10][CH2:9]2)=[CH:6][CH:7]=1. The yield is 0.700. (7) The reactants are C[O:2][C:3](=O)[CH2:4][N:5]1[CH:10]([CH3:11])[CH2:9][N:8]([C:12]2[S:13][C:14]([Br:17])=[CH:15][N:16]=2)[CH2:7][CH:6]1[CH3:18].[H-].C([Al+]CC(C)C)C(C)C.[Cl-].[NH4+].C(OCC)C. The catalyst is O1CCCC1. The product is [Br:17][C:14]1[S:13][C:12]([N:8]2[CH2:7][CH:6]([CH3:18])[N:5]([CH2:4][CH2:3][OH:2])[CH:10]([CH3:11])[CH2:9]2)=[N:16][CH:15]=1. The yield is 0.710. (8) The catalyst is C1COCC1. The reactants are [C:1]([O:5][C:6]([NH:8][CH2:9][C:10]1([CH2:16][C:17]([OH:19])=O)[CH2:15][CH2:14][CH2:13][CH2:12][CH2:11]1)=[O:7])([CH3:4])([CH3:3])[CH3:2].C([N:22](CC)CC)C.C(=O)C(C)C. The yield is 0.770. The product is [C:1]([O:5][C:6](=[O:7])[NH:8][CH2:9][C:10]1([CH2:16][C:17](=[O:19])[NH2:22])[CH2:15][CH2:14][CH2:13][CH2:12][CH2:11]1)([CH3:4])([CH3:3])[CH3:2]. (9) The reactants are [CH3:1][C:2]([OH:6])([CH:4]=[CH2:5])[CH3:3].C12BC(CCC1)CCC2.[OH-].[Na+].Br[C:19]1[CH:20]=[CH:21][C:22]([N:25]2[CH:29]=[CH:28][C:27]([CH:30]([C:32]3[CH:41]=[CH:40][C:35]4[NH:36][C:37](=[O:39])[S:38][C:34]=4[CH:33]=3)[CH3:31])=[N:26]2)=[N:23][CH:24]=1. The catalyst is C1COCC1. The product is [OH:6][C:2]([CH3:3])([CH3:1])[CH2:4][CH2:5][C:19]1[CH:20]=[CH:21][C:22]([N:25]2[CH:29]=[CH:28][C:27]([CH:30]([C:32]3[CH:41]=[CH:40][C:35]4[NH:36][C:37](=[O:39])[S:38][C:34]=4[CH:33]=3)[CH3:31])=[N:26]2)=[N:23][CH:24]=1. The yield is 0.520. (10) The reactants are C([Li])(CC)C.Br[C:7]1[CH:8]=[CH:9][CH:10]=[C:11]2[C:16]=1[N:15]=[CH:14][CH:13]=[CH:12]2.CN(C)[CH:19]=[O:20]. The catalyst is O1CCCC1. The product is [N:15]1[C:16]2[C:11](=[CH:10][CH:9]=[CH:8][C:7]=2[CH:19]=[O:20])[CH:12]=[CH:13][CH:14]=1. The yield is 0.580.